Dataset: Full USPTO retrosynthesis dataset with 1.9M reactions from patents (1976-2016). Task: Predict the reactants needed to synthesize the given product. (1) Given the product [OH:8][C:9]1[CH:10]=[C:11]([C:16]([C@@H:18]2[C@:27]3([CH3:28])[C@H:22]([C:23]([CH3:30])([CH3:29])[CH2:24][CH2:25][CH2:26]3)[CH2:21][C@@H:20]([NH:31][C:32](=[O:33])[CH2:34][CH2:35][NH2:36])[C@H:19]2[CH3:44])=[O:17])[CH:12]=[C:13]([OH:15])[CH:14]=1, predict the reactants needed to synthesize it. The reactants are: FC(F)(F)C(O)=O.[OH:8][C:9]1[CH:10]=[C:11]([C:16]([C@@H:18]2[C@:27]3([CH3:28])[C@H:22]([C:23]([CH3:30])([CH3:29])[CH2:24][CH2:25][CH2:26]3)[CH2:21][C@@H:20]([NH:31][C:32]([CH2:34][CH2:35][NH:36]C(=O)OC(C)(C)C)=[O:33])[C@H:19]2[CH3:44])=[O:17])[CH:12]=[C:13]([OH:15])[CH:14]=1.[OH-].[Na+]. (2) The reactants are: [O:1]=[C:2]1[C:6]2[C:7]([NH:26][C:27]3[CH:28]=[C:29]([CH3:33])[CH:30]=[CH:31][CH:32]=3)=[N:8][C:9]([NH:11][C@@H:12]3[CH2:17][CH2:16][CH2:15][CH2:14][C@@H:13]3[NH:18][C:19](=[O:25])[O:20][C:21]([CH3:24])([CH3:23])[CH3:22])=[CH:10][C:5]=2[CH2:4][NH:3]1.[Cl:34]N1C(=O)CCC1=O. Given the product [Cl:34][C:10]1[C:5]2[CH2:4][NH:3][C:2](=[O:1])[C:6]=2[C:7]([NH:26][C:27]2[CH:28]=[C:29]([CH3:33])[CH:30]=[CH:31][CH:32]=2)=[N:8][C:9]=1[NH:11][C@@H:12]1[CH2:17][CH2:16][CH2:15][CH2:14][C@@H:13]1[NH:18][C:19](=[O:25])[O:20][C:21]([CH3:24])([CH3:23])[CH3:22], predict the reactants needed to synthesize it. (3) The reactants are: [CH:1]1([CH:6]=[C:7]([C:18]2[NH:31][C:21]3=[N:22][CH:23]=[C:24]([O:26][CH2:27][CH2:28][O:29][CH3:30])[CH:25]=[C:20]3[CH:19]=2)[C:8]2[CH:13]=[CH:12][C:11]([S:14]([CH3:17])(=[O:16])=[O:15])=[CH:10][CH:9]=2)[CH2:5][CH2:4][CH2:3][CH2:2]1. Given the product [CH:1]1([CH2:6][CH:7]([C:18]2[NH:31][C:21]3=[N:22][CH:23]=[C:24]([O:26][CH2:27][CH2:28][O:29][CH3:30])[CH:25]=[C:20]3[CH:19]=2)[C:8]2[CH:13]=[CH:12][C:11]([S:14]([CH3:17])(=[O:16])=[O:15])=[CH:10][CH:9]=2)[CH2:5][CH2:4][CH2:3][CH2:2]1, predict the reactants needed to synthesize it. (4) Given the product [Br:1][C:2]1[C:10]2[C:5](=[CH:6][C:7]([C:11]([O:13][CH3:14])=[O:12])=[CH:8][CH:9]=2)[N:4]([C:16]2[CH:20]=[CH:19][S:18][CH:17]=2)[N:3]=1, predict the reactants needed to synthesize it. The reactants are: [Br:1][C:2]1[C:10]2[C:5](=[CH:6][C:7]([C:11]([O:13][CH3:14])=[O:12])=[CH:8][CH:9]=2)[NH:4][N:3]=1.Br[C:16]1[CH:20]=[CH:19][S:18][CH:17]=1.CN[C@@H]1CCCC[C@H]1NC.[O-]P([O-])([O-])=O.[K+].[K+].[K+]. (5) Given the product [CH2:1]([N:8]1[C:16]2[C:11](=[CH:12][CH:13]=[CH:14][CH:15]=2)[C:10]([C:17]([Cl:23])=[O:19])=[CH:9]1)[C:2]1[CH:7]=[CH:6][CH:5]=[CH:4][CH:3]=1, predict the reactants needed to synthesize it. The reactants are: [CH2:1]([N:8]1[C:16]2[C:11](=[CH:12][CH:13]=[CH:14][CH:15]=2)[C:10]([C:17]([OH:19])=O)=[CH:9]1)[C:2]1[CH:7]=[CH:6][CH:5]=[CH:4][CH:3]=1.C(Cl)(=O)C([Cl:23])=O.C(Cl)Cl. (6) Given the product [CH3:1][O:2][C:3]1[N:4]=[CH:5][C:6]([CH:9]=[O:10])=[N:7][CH:8]=1, predict the reactants needed to synthesize it. The reactants are: [CH3:1][O:2][C:3]1[N:4]=[CH:5][C:6]([CH2:9][OH:10])=[N:7][CH:8]=1. (7) Given the product [CH3:23][O:24][C:25](=[O:69])[CH2:26][S:27][CH2:28][CH2:29][CH2:30][S:31][C@@H:32]1[CH:33](/[CH:46]=[CH:47]/[CH:48]([O:61][Si:62]([C:65]([CH3:66])([CH3:67])[CH3:68])([CH3:63])[CH3:64])[CH2:49][CH2:50][C:51]2[S:55][C:54]3[CH:56]=[CH:57][CH:58]=[CH:59][C:53]=3[C:52]=2[Cl:60])[C@H:34]([OH:38])[CH:35]=[C:36]1[O:15][Si:8]([C:11]([CH3:12])([CH3:13])[CH3:14])([CH3:9])[CH3:10], predict the reactants needed to synthesize it. The reactants are: CCN(CC)CC.[Si:8]([O:15]S(C(F)(F)F)(=O)=O)([C:11]([CH3:14])([CH3:13])[CH3:12])([CH3:10])[CH3:9].[CH3:23][O:24][C:25](=[O:69])[CH2:26][S:27][CH2:28][CH2:29][CH2:30][S:31][C@H:32]1[C:36](=O)[CH2:35][C@@H:34]([O:38][Si](C(C)(C)C)(C)C)[CH:33]1/[CH:46]=[CH:47]/[CH:48]([O:61][Si:62]([C:65]([CH3:68])([CH3:67])[CH3:66])([CH3:64])[CH3:63])[CH2:49][CH2:50][C:51]1[S:55][C:54]2[CH:56]=[CH:57][CH:58]=[CH:59][C:53]=2[C:52]=1[Cl:60].C([O-])(O)=O.[Na+].